From a dataset of Reaction yield outcomes from USPTO patents with 853,638 reactions. Predict the reaction yield, written as a fraction of the theoretical maximum amount of product (1.0 means a 100% yield; for example, 0.34 means a 34% yield). The reactants are [F:1][C:2]1C=[C:4]([C:11]2[CH:16]=[CH:15][C:14]([O:17][CH2:18][CH:19]3[CH2:24][CH2:23][N:22]([CH2:25][C:26]([F:29])([CH3:28])[CH3:27])[CH2:21][CH2:20]3)=[C:13]([CH2:30][OH:31])[CH:12]=2)[CH:5]=[CH:6][C:7]=1C(O)=O.[NH:32]1[CH2:36][CH2:35][CH2:34][C@H:33]1[C:37]([NH2:39])=[O:38].[CH2:40](Cl)[CH2:41]Cl.C1C=CC2N([OH:53])N=NC=2C=1.CCN(C(C)C)C(C)C. The catalyst is C(Cl)Cl.O. The product is [F:1][C:2]1[CH:7]=[CH:6][CH:5]=[C:4]([C:11]2[CH:16]=[CH:15][C:14]([O:17][CH2:18][CH:19]3[CH2:24][CH2:23][N:22]([CH2:25][C:26]([F:29])([CH3:27])[CH3:28])[CH2:21][CH2:20]3)=[C:13]([CH2:30][OH:31])[CH:12]=2)[C:40]=1[C:41]([N:32]1[CH2:36][CH2:35][CH2:34][C@H:33]1[C:37]([NH2:39])=[O:38])=[O:53]. The yield is 0.420.